Dataset: Forward reaction prediction with 1.9M reactions from USPTO patents (1976-2016). Task: Predict the product of the given reaction. (1) Given the reactants [CH3:1][C:2]1([CH3:11])[CH2:7][CH2:6][C:5](B(O)O)=[CH:4][CH2:3]1.Cl[C:13]1[C:18]([N+:19]([O-:21])=[O:20])=[CH:17][CH:16]=[CH:15][N:14]=1.C([O-])([O-])=O.[Na+].[Na+], predict the reaction product. The product is: [CH3:1][C:2]1([CH3:11])[CH2:7][CH2:6][C:5]([C:13]2[C:18]([N+:19]([O-:21])=[O:20])=[CH:17][CH:16]=[CH:15][N:14]=2)=[CH:4][CH2:3]1. (2) Given the reactants [CH2:1]([NH2:8])[C:2]1[CH:7]=[CH:6][CH:5]=[CH:4][CH:3]=1.[CH3:9][N:10]([CH3:19])[C:11]1[CH:18]=[CH:17][C:14]([CH:15]=O)=[CH:13][CH:12]=1.[BH3-]C#N.[Na+], predict the reaction product. The product is: [CH2:1]([NH:8][CH2:15][C:14]1[CH:17]=[CH:18][C:11]([N:10]([CH3:19])[CH3:9])=[CH:12][CH:13]=1)[C:2]1[CH:7]=[CH:6][CH:5]=[CH:4][CH:3]=1. (3) Given the reactants FC(F)(F)C1C=C(NC(=O)NC2C=CC(C3SC(CCC(OC)=O)=NC=3)=CC=2)C=CC=1.[CH3:32][C:33]1[N:37]=[C:36]([CH2:38][CH:39]2[CH2:44][CH2:43][CH:42]([C:45]3[S:46][C:47]([C:50]4[CH:56]=[CH:55][C:53]([NH2:54])=[CH:52][CH:51]=4)=[CH:48][N:49]=3)[CH2:41][CH2:40]2)[O:35][N:34]=1.[F:57][C:58]1[CH:63]=[C:62]([F:64])[CH:61]=[CH:60][C:59]=1[N:65]=[C:66]=[O:67], predict the reaction product. The product is: [F:57][C:58]1[CH:63]=[C:62]([F:64])[CH:61]=[CH:60][C:59]=1[NH:65][C:66]([NH:54][C:53]1[CH:52]=[CH:51][C:50]([C:47]2[S:46][C:45]([CH:42]3[CH2:43][CH2:44][CH:39]([CH2:38][C:36]4[O:35][N:34]=[C:33]([CH3:32])[N:37]=4)[CH2:40][CH2:41]3)=[N:49][CH:48]=2)=[CH:56][CH:55]=1)=[O:67]. (4) Given the reactants CCCP1(OP(CCC)(=O)OP([CH2:16][CH2:17][CH3:18])(=O)O1)=O.Cl.[O:20]1[C:25]2([CH2:30][CH2:29][N:28]([C:31]([O:33][C:34]([CH3:37])([CH3:36])[CH3:35])=[O:32])[CH2:27][CH2:26]2)[CH2:24][NH:23][CH2:22][CH2:21]1.[CH3:38][C:39]1[S:43][C:42]([C:44](O)=[O:45])=[CH:41][CH:40]=1.C(N(CC)CC)C, predict the reaction product. The product is: [CH3:24][CH2:25][CH2:26][CH:17]([CH3:16])[CH3:18].[CH3:38][C:39]1[S:43][C:42]([C:44]([N:23]2[CH2:24][C:25]3([CH2:30][CH2:29][N:28]([C:31]([O:33][C:34]([CH3:37])([CH3:36])[CH3:35])=[O:32])[CH2:27][CH2:26]3)[O:20][CH2:21][CH2:22]2)=[O:45])=[CH:41][CH:40]=1. (5) Given the reactants [C:1]([NH:5][C:6]([C:8]1[C:16]2[C:11](=[N:12][CH:13]=[C:14]([C:17]3[C:25]4[C:20](=[CH:21][CH:22]=[C:23]([O:26][CH:27]([F:29])[F:28])[CH:24]=4)[NH:19][N:18]=3)[N:15]=2)[N:10]([CH2:30][O:31][CH2:32][CH2:33][Si:34]([CH3:37])([CH3:36])[CH3:35])[CH:9]=1)=[O:7])([CH3:4])([CH3:3])[CH3:2].Cl[CH2:39][CH2:40][CH2:41][N:42]([CH3:50])[C:43](=[O:49])[O:44][C:45]([CH3:48])([CH3:47])[CH3:46].C(=O)([O-])[O-].[Cs+].[Cs+], predict the reaction product. The product is: [C:1]([NH:5][C:6]([C:8]1[C:16]2[C:11](=[N:12][CH:13]=[C:14]([C:17]3[C:25]4[C:20](=[CH:21][CH:22]=[C:23]([O:26][CH:27]([F:28])[F:29])[CH:24]=4)[N:19]([CH2:39][CH2:40][CH2:41][N:42]([CH3:50])[C:43](=[O:49])[O:44][C:45]([CH3:48])([CH3:47])[CH3:46])[N:18]=3)[N:15]=2)[N:10]([CH2:30][O:31][CH2:32][CH2:33][Si:34]([CH3:37])([CH3:36])[CH3:35])[CH:9]=1)=[O:7])([CH3:4])([CH3:3])[CH3:2]. (6) Given the reactants [C:1]([C:5]1[S:9][C:8]([C:10]([NH:12][CH:13]([C:18]2[CH:23]=[CH:22][C:21](B3OC(C)(C)C(C)(C)O3)=[CH:20][CH:19]=2)[C:14]([O:16]C)=[O:15])=[O:11])=[CH:7][CH:6]=1)([CH3:4])([CH3:3])[CH3:2].[Br:33][C:34]1[CH:35]=[N:36][C:37](I)=[N:38][CH:39]=1.C([O-])(O)=O.[Na+].CC(O)=O, predict the reaction product. The product is: [Br:33][C:34]1[CH:35]=[N:36][C:37]([C:21]2[CH:20]=[CH:19][C:18]([CH:13]([NH:12][C:10]([C:8]3[S:9][C:5]([C:1]([CH3:3])([CH3:4])[CH3:2])=[CH:6][CH:7]=3)=[O:11])[C:14]([OH:16])=[O:15])=[CH:23][CH:22]=2)=[N:38][CH:39]=1. (7) Given the reactants Cl[C:2]1[CH:3]=[CH:4][C:5]([N+:9]([O-:11])=[O:10])=[C:6]([CH:8]=1)[NH2:7].[CH3:12][N:13]1[CH2:18][CH2:17][NH:16][CH2:15][CH2:14]1.[Na+].[Cl-], predict the reaction product. The product is: [CH3:12][N:13]1[CH2:18][CH2:17][N:16]([C:2]2[CH:3]=[CH:4][C:5]([N+:9]([O-:11])=[O:10])=[C:6]([CH:8]=2)[NH2:7])[CH2:15][CH2:14]1. (8) Given the reactants [Cl:1][C:2]1[CH:3]=[C:4]([CH:10]=[CH:11][C:12]=1[NH:13][CH:14]([CH3:17])[CH2:15][OH:16])[C:5]([O:7][CH2:8][CH3:9])=[O:6].C(N(CC)CC)C.[C:25](Cl)(Cl)=[O:26].O, predict the reaction product. The product is: [Cl:1][C:2]1[CH:3]=[C:4]([CH:10]=[CH:11][C:12]=1[N:13]1[CH:14]([CH3:17])[CH2:15][O:16][C:25]1=[O:26])[C:5]([O:7][CH2:8][CH3:9])=[O:6]. (9) The product is: [C:1]1([O:7][S:25]([C:24]([F:37])([F:36])[F:23])(=[O:27])=[O:26])[CH2:6][CH2:5][CH2:4][CH2:3][CH:2]=1. Given the reactants [C:1]1(=[O:7])[CH2:6][CH2:5][CH2:4][CH2:3][CH2:2]1.C(C1C=C(C)C=C(C(C)(C)C)N=1)(C)(C)C.[F:23][C:24]([F:37])([F:36])[S:25](O[S:25]([C:24]([F:37])([F:36])[F:23])(=[O:27])=[O:26])(=[O:27])=[O:26], predict the reaction product. (10) The product is: [Cl:1][C:2]1[CH:7]=[C:6]([Cl:8])[CH:5]=[CH:4][C:3]=1[C:9]1[CH:14]=[CH:13][C:12]([CH:25]2[CH2:27][CH2:26]2)=[C:11]([CH:23]=[O:24])[CH:10]=1. Given the reactants [Cl:1][C:2]1[CH:7]=[C:6]([Cl:8])[CH:5]=[CH:4][C:3]=1[C:9]1[CH:14]=[CH:13][C:12](OS(C(F)(F)F)(=O)=O)=[C:11]([CH:23]=[O:24])[CH:10]=1.[CH:25]1(B(O)O)[CH2:27][CH2:26]1.P([O-])([O-])([O-])=O.[K+].[K+].[K+].[Br-].[Na+], predict the reaction product.